This data is from Catalyst prediction with 721,799 reactions and 888 catalyst types from USPTO. The task is: Predict which catalyst facilitates the given reaction. (1) Reactant: [F:1][C:2]1[CH:7]=[CH:6][C:5]([C:8]2[O:9][C:10]3[CH:20]=[C:19]([N:21]([CH3:26])[S:22]([CH3:25])(=[O:24])=[O:23])[C:18]([C:27]4[N:32]=[C:31]([C:33]5[N:34](C(OC(C)(C)C)=O)[C:35]6[C:40]([C:41]=5[CH3:42])=[CH:39][CH:38]=[CH:37][CH:36]=6)[C:30]([CH2:50][CH2:51][OH:52])=[CH:29][CH:28]=4)=[CH:17][C:11]=3[C:12]=2[C:13](=[O:16])[NH:14][CH3:15])=[CH:4][CH:3]=1.C(O)(C(F)(F)F)=O. Product: [F:1][C:2]1[CH:3]=[CH:4][C:5]([C:8]2[O:9][C:10]3[CH:20]=[C:19]([N:21]([CH3:26])[S:22]([CH3:25])(=[O:24])=[O:23])[C:18]([C:27]4[CH:28]=[CH:29][C:30]([CH2:50][CH2:51][OH:52])=[C:31]([C:33]5[NH:34][C:35]6[C:40]([C:41]=5[CH3:42])=[CH:39][CH:38]=[CH:37][CH:36]=6)[N:32]=4)=[CH:17][C:11]=3[C:12]=2[C:13]([NH:14][CH3:15])=[O:16])=[CH:6][CH:7]=1. The catalyst class is: 2. (2) Reactant: [NH2:1][C:2]1[C:19]([N+:20]([O-:22])=[O:21])=[CH:18][C:5]([C:6]([NH:8][C:9]2[CH:17]=[C:16]3[C:12]([CH:13]=[N:14][NH:15]3)=[CH:11][CH:10]=2)=[O:7])=[C:4](Cl)[CH:3]=1.[CH2:24]([NH:26][CH2:27][CH3:28])[CH3:25]. Product: [NH2:1][C:2]1[C:19]([N+:20]([O-:22])=[O:21])=[CH:18][C:5]([C:6]([NH:8][C:9]2[CH:17]=[C:16]3[C:12]([CH:13]=[N:14][NH:15]3)=[CH:11][CH:10]=2)=[O:7])=[C:4]([N:26]([CH2:27][CH3:28])[CH2:24][CH3:25])[CH:3]=1. The catalyst class is: 179. (3) Reactant: Br[CH2:2][CH2:3][CH2:4][C:5]1[CH:10]=[CH:9][C:8]([S:11]([NH:14][C:15]2[CH:16]=[CH:17][CH:18]=[C:19]3[C:23]=2[NH:22][CH:21]=[C:20]3[Cl:24])(=[O:13])=[O:12])=[CH:7][CH:6]=1.[NH:25]1[CH:29]=[CH:28][N:27]=[CH:26]1.CN(C)C=O. Product: [Cl:24][C:20]1[C:19]2[C:23](=[C:15]([NH:14][S:11]([C:8]3[CH:9]=[CH:10][C:5]([CH2:4][CH2:3][CH2:2][N:25]4[CH:29]=[CH:28][N:27]=[CH:26]4)=[CH:6][CH:7]=3)(=[O:13])=[O:12])[CH:16]=[CH:17][CH:18]=2)[NH:22][CH:21]=1. The catalyst class is: 6. (4) Reactant: [CH3:1][O:2][C:3]1[CH:4]=[CH:5][C:6]2[NH:12][C:11](=[O:13])[N:10]([CH:14]3[CH2:19][CH2:18][NH:17][CH2:16][CH2:15]3)[CH2:9][CH2:8][C:7]=2[CH:20]=1.Cl[C:22]1[CH:27]=[CH:26][N:25]=[C:24]([C:28]([N:30]2[C:38]3[C:33](=[C:34]([F:40])[C:35]([F:39])=[CH:36][CH:37]=3)[CH2:32][CH2:31]2)=[O:29])[CH:23]=1.C(=O)([O-])[O-].[K+].[K+]. Product: [F:40][C:34]1[C:35]([F:39])=[CH:36][CH:37]=[C:38]2[C:33]=1[CH2:32][CH2:31][N:30]2[C:28]([C:24]1[CH:23]=[C:22]([N:17]2[CH2:18][CH2:19][CH:14]([N:10]3[CH2:9][CH2:8][C:7]4[CH:20]=[C:3]([O:2][CH3:1])[CH:4]=[CH:5][C:6]=4[NH:12][C:11]3=[O:13])[CH2:15][CH2:16]2)[CH:27]=[CH:26][N:25]=1)=[O:29]. The catalyst class is: 37. (5) Reactant: Cl[C:2]1[CH:11]=[CH:10][C:9]2[C:4](=[CH:5][CH:6]=[C:7]([Cl:22])[C:8]=2[NH:12][C:13](=[O:21])[CH2:14][CH:15]2[CH2:20][CH2:19][CH2:18][CH2:17][CH2:16]2)[N:3]=1.[NH:23]1[CH2:27][CH2:26][C@@H:25]([NH2:28])[CH2:24]1.C(N(CC)CC)C. Product: [NH2:28][C@@H:25]1[CH2:26][CH2:27][N:23]([C:2]2[CH:11]=[CH:10][C:9]3[C:4](=[CH:5][CH:6]=[C:7]([Cl:22])[C:8]=3[NH:12][C:13](=[O:21])[CH2:14][CH:15]3[CH2:20][CH2:19][CH2:18][CH2:17][CH2:16]3)[N:3]=2)[CH2:24]1. The catalyst class is: 10. (6) Reactant: C([O:4][C@H:5]1[C@H:11](CC([O-])=O)[C@@H:10]([O:16]C(=O)C)[C@:9]2([C:21]3[CH:26]=[CH:25][C:24]([Cl:27])=[C:23]([CH2:28][C:29]4[CH:34]=[CH:33][C:32]([OH:35])=[CH:31][CH:30]=4)[CH:22]=3)[O:20][C@@:6]1([CH:36]([O:38]C(=O)C)[CH3:37])CO2)(=O)C.[CH3:42][O-:43].[Na+].C(O)(=[O:47])C. Product: [Cl:27][C:24]1[CH:25]=[CH:26][C:21]([C@@:9]23[O:20][C@@:6]([CH:36]([OH:38])[CH3:37])([CH2:42][O:43]2)[C@@H:5]([OH:4])[C@H:11]([OH:47])[C@H:10]3[OH:16])=[CH:22][C:23]=1[CH2:28][C:29]1[CH:30]=[CH:31][C:32]([OH:35])=[CH:33][CH:34]=1. The catalyst class is: 5. (7) Reactant: [OH:1][C:2]1([C:5]([O:7][CH3:8])=[O:6])[CH2:4][CH2:3]1.[Si:9](Cl)([C:12]([CH3:15])([CH3:14])[CH3:13])([CH3:11])[CH3:10].N1C=CN=C1. The catalyst class is: 4. Product: [Si:9]([O:1][C:2]1([C:5]([O:7][CH3:8])=[O:6])[CH2:4][CH2:3]1)([C:12]([CH3:15])([CH3:14])[CH3:13])([CH3:11])[CH3:10]. (8) Reactant: [NH2:1][C:2]([CH3:6])([CH3:5])[CH2:3][OH:4].C(N(CC)CC)C.Cl.[F:15][C:16]([F:50])([F:49])[C:17]1[CH:22]=[C:21]([C:23]2[CH:28]=[CH:27][C:26]([C:29]([F:32])([F:31])[F:30])=[CH:25][CH:24]=2)[N:20]=[C:19]([C:33]2[CH:38]=[CH:37][N:36]=[C:35]([C:39]3[CH:40]=[C:41]([S:45](Cl)(=[O:47])=[O:46])[CH:42]=[CH:43][CH:44]=3)[CH:34]=2)[N:18]=1. Product: [OH:4][CH2:3][C:2]([NH:1][S:45]([C:41]1[CH:42]=[CH:43][CH:44]=[C:39]([C:35]2[CH:34]=[C:33]([C:19]3[N:18]=[C:17]([C:16]([F:15])([F:49])[F:50])[CH:22]=[C:21]([C:23]4[CH:28]=[CH:27][C:26]([C:29]([F:32])([F:30])[F:31])=[CH:25][CH:24]=4)[N:20]=3)[CH:38]=[CH:37][N:36]=2)[CH:40]=1)(=[O:46])=[O:47])([CH3:6])[CH3:5]. The catalyst class is: 1. (9) Reactant: [CH2:1]([O:3][C:4]([C:6]1[S:10][C:9](Br)=[N:8][CH:7]=1)=[O:5])[CH3:2].C([O-])([O-])=O.[K+].[K+].[C:18]1([SH:24])[CH:23]=[CH:22][CH:21]=[CH:20][CH:19]=1. Product: [CH2:1]([O:3][C:4]([C:6]1[S:10][C:9]([S:24][C:18]2[CH:23]=[CH:22][CH:21]=[CH:20][CH:19]=2)=[N:8][CH:7]=1)=[O:5])[CH3:2]. The catalyst class is: 14. (10) Reactant: [Cl:1][C:2]1[CH:7]=[C:6]([N:8]2[C:12]3=[N:13][CH:14]=[CH:15][CH:16]=[C:11]3[N:10]=[CH:9]2)[CH:5]=[CH:4][C:3]=1[CH2:17][C:18]([OH:20])=O.[CH:21]([N:24]1[CH2:29][CH2:28][N:27]([CH2:30][C:31]2[CH:36]=[CH:35][C:34]([NH2:37])=[CH:33][C:32]=2[C:38]([F:41])([F:40])[F:39])[CH2:26][CH2:25]1)([CH3:23])[CH3:22]. Product: [Cl:1][C:2]1[CH:7]=[C:6]([N:8]2[C:12]3=[N:13][CH:14]=[CH:15][CH:16]=[C:11]3[N:10]=[CH:9]2)[CH:5]=[CH:4][C:3]=1[CH2:17][C:18]([NH:37][C:34]1[CH:35]=[CH:36][C:31]([CH2:30][N:27]2[CH2:26][CH2:25][N:24]([CH:21]([CH3:23])[CH3:22])[CH2:29][CH2:28]2)=[C:32]([C:38]([F:41])([F:40])[F:39])[CH:33]=1)=[O:20]. The catalyst class is: 61.